Task: Predict the reaction yield, written as a fraction of the theoretical maximum amount of product (1.0 means a 100% yield; for example, 0.34 means a 34% yield).. Dataset: Reaction yield outcomes from USPTO patents with 853,638 reactions The catalyst is ClCCl.C(OCC)(=O)C.C([O-])(=O)C.[Cu+2].C([O-])(=O)C. The reactants are [F:1][C:2]1[CH:3]=[C:4]([C:22]2[C:23]([C:28]#[N:29])=[CH:24][CH:25]=[CH:26][CH:27]=2)[CH:5]=[CH:6][C:7]=1[CH2:8][C:9]1[C:10](=[O:21])[NH:11][C:12]2[N:13]([N:18]=[CH:19][N:20]=2)[C:14]=1[CH2:15][CH2:16][CH3:17].[CH3:30][CH:31]([O:33][C:34]1[CH:39]=[CH:38][C:37](B(O)O)=[CH:36][CH:35]=1)[CH3:32].C(N(CC)CC)C.N1C=CC=CC=1. The product is [F:1][C:2]1[CH:3]=[C:4]([C:22]2[C:23]([C:28]#[N:29])=[CH:24][CH:25]=[CH:26][CH:27]=2)[CH:5]=[CH:6][C:7]=1[CH2:8][C:9]1[C:10](=[O:21])[N:11]([C:37]2[CH:38]=[CH:39][C:34]([O:33][CH:31]([CH3:32])[CH3:30])=[CH:35][CH:36]=2)[C:12]2[N:13]([N:18]=[CH:19][N:20]=2)[C:14]=1[CH2:15][CH2:16][CH3:17]. The yield is 1.00.